This data is from Forward reaction prediction with 1.9M reactions from USPTO patents (1976-2016). The task is: Predict the product of the given reaction. (1) Given the reactants [Br:1][C:2]1[CH:3]=[CH:4][C:5]2[O:9][CH:8]=[C:7]([O:10]C(=O)C)[C:6]=2[CH:14]=1, predict the reaction product. The product is: [Br:1][C:2]1[CH:3]=[CH:4][C:5]2[O:9][CH2:8][C:7](=[O:10])[C:6]=2[CH:14]=1. (2) Given the reactants [F:1][C:2]([F:26])([F:25])[C:3]1[N:8]2[N:9]=[CH:10][C:11]([C:12](O)=O)=[C:7]2[N:6]=[C:5]([C:15]2[CH:20]=[CH:19][CH:18]=[C:17]([C:21]([F:24])([F:23])[F:22])[CH:16]=2)[CH:4]=1.[OH:27][NH:28][C:29](=[NH:40])[C:30]1[CH:35]=[CH:34][C:33]([S:36](=[O:39])(=[O:38])[NH2:37])=[CH:32][CH:31]=1, predict the reaction product. The product is: [F:26][C:2]([F:1])([F:25])[C:3]1[N:8]2[N:9]=[CH:10][C:11]([C:12]3[O:27][N:28]=[C:29]([C:30]4[CH:35]=[CH:34][C:33]([S:36]([NH2:37])(=[O:38])=[O:39])=[CH:32][CH:31]=4)[N:40]=3)=[C:7]2[N:6]=[C:5]([C:15]2[CH:20]=[CH:19][CH:18]=[C:17]([C:21]([F:24])([F:23])[F:22])[CH:16]=2)[CH:4]=1.